Task: Regression. Given a peptide amino acid sequence and an MHC pseudo amino acid sequence, predict their binding affinity value. This is MHC class II binding data.. Dataset: Peptide-MHC class II binding affinity with 134,281 pairs from IEDB The peptide sequence is GWYRSPFSRVAHLY. The MHC is H-2-IAb with pseudo-sequence H-2-IAb. The binding affinity (normalized) is 0.550.